Dataset: Catalyst prediction with 721,799 reactions and 888 catalyst types from USPTO. Task: Predict which catalyst facilitates the given reaction. (1) Reactant: [O:1]=[C:2]1[NH:7][C:6]2[CH:8]=[C:9]([CH2:12][N:13]3[CH2:18][CH2:17][N:16]([C:19]4[CH:27]=[CH:26][C:22]([C:23]([OH:25])=O)=[CH:21][CH:20]=4)[CH2:15][CH2:14]3)[CH:10]=[N:11][C:5]=2[N:4]2[CH2:28][CH2:29][CH2:30][CH2:31][C@@H:3]12.[CH2:32]([N:34](C(C)C)C(C)C)[CH3:33].Cl.C(N)C. Product: [CH2:32]([NH:34][C:23](=[O:25])[C:22]1[CH:21]=[CH:20][C:19]([N:16]2[CH2:17][CH2:18][N:13]([CH2:12][C:9]3[CH:10]=[N:11][C:5]4[N:4]5[CH2:28][CH2:29][CH2:30][CH2:31][C@H:3]5[C:2](=[O:1])[NH:7][C:6]=4[CH:8]=3)[CH2:14][CH2:15]2)=[CH:27][CH:26]=1)[CH3:33]. The catalyst class is: 3. (2) Reactant: [CH:1]([C:4]1[C:8]([CH2:9][CH2:10][CH2:11][OH:12])=[CH:7][N:6]([C:13]2[CH:18]=[CH:17][C:16]([C:19]([F:22])([F:21])[F:20])=[CH:15][N:14]=2)[N:5]=1)([CH3:3])[CH3:2].O[C:24]1[N:28]([CH2:29][C:30]([O:32]CC)=[O:31])[N:27]=[CH:26][C:25]=1[CH3:35].C(P(CCCC)CCCC)CCC.N(C(N1CCCCC1)=O)=NC(N1CCCCC1)=O. Product: [CH:1]([C:4]1[C:8]([CH2:9][CH2:10][CH2:11][O:12][C:24]2[N:28]([CH2:29][C:30]([OH:32])=[O:31])[N:27]=[CH:26][C:25]=2[CH3:35])=[CH:7][N:6]([C:13]2[CH:18]=[CH:17][C:16]([C:19]([F:21])([F:20])[F:22])=[CH:15][N:14]=2)[N:5]=1)([CH3:3])[CH3:2]. The catalyst class is: 7. (3) The catalyst class is: 5. Product: [CH2:32]([O:39][C:40]1[CH:45]=[CH:44][C:43]([O:46][CH2:47][C@@H:48]([OH:49])[CH2:50][NH:3][C@H:4]([CH2:5][OH:6])[CH2:7][C:8]2[CH:9]=[CH:10][C:11]([O:14][C:15]3[C:20]([CH2:21][OH:22])=[CH:19][CH:18]=[CH:17][N:16]=3)=[CH:12][CH:13]=2)=[CH:42][C:41]=1[NH:51][S:52]([CH3:55])(=[O:54])=[O:53])[C:33]1[CH:34]=[CH:35][CH:36]=[CH:37][CH:38]=1. Reactant: Cl.Cl.[NH2:3][C@@H:4]([CH2:7][C:8]1[CH:13]=[CH:12][C:11]([O:14][C:15]2[C:20]([CH2:21][OH:22])=[CH:19][CH:18]=[CH:17][N:16]=2)=[CH:10][CH:9]=1)[CH2:5][OH:6].C(N(CC)C(C)C)(C)C.[CH2:32]([O:39][C:40]1[CH:45]=[CH:44][C:43]([O:46][CH2:47][C@@H:48]2[CH2:50][O:49]2)=[CH:42][C:41]=1[NH:51][S:52]([CH3:55])(=[O:54])=[O:53])[C:33]1[CH:38]=[CH:37][CH:36]=[CH:35][CH:34]=1. (4) Reactant: [CH3:1][C@@H:2]1[C@H:36]([OH:37])[C@@H:35]([CH3:38])[C@@H:34]([OH:39])[C@@H:33]([CH3:40])[C@H:32]([O:41][C:42]([CH3:44])=[O:43])[C@H:31]([CH3:45])[C@@H:30]([O:46][CH3:47])[CH:29]=[CH:28][O:27][C@:24]2([CH3:48])[C:25](=[O:26])[C:14]3[C:15]([O:23]2)=[C:16]([CH3:22])[C:17]([OH:21])=[C:18]2[C:19](=[O:20])[C:10](=[CH:11][C:12]4(OC(=O)CO4)[C:13]=32)[NH:9][C:7](=[O:8])[C:6]([CH3:54])=[CH:5][CH:4]=[CH:3]1.C(O)C.[NH2:58][C:59]1[CH:64]=[C:63]([CH3:65])[CH:62]=[CH:61][N:60]=1.O=C1O[C@H]([C@H](CO)O)C(O)=C1O. Product: [CH3:65][C:63]1[CH:62]=[CH:61][N:60]2[C:11]3[C:10]4[NH:9][C:7](=[O:8])[C:6]([CH3:54])=[CH:5][CH:4]=[CH:3][C@H:2]([CH3:1])[C@H:36]([OH:37])[C@@H:35]([CH3:38])[C@@H:34]([OH:39])[C@@H:33]([CH3:40])[C@H:32]([O:41][C:42]([CH3:44])=[O:43])[C@H:31]([CH3:45])[C@@H:30]([O:46][CH3:47])[CH:29]=[CH:28][O:27][C@:24]5([CH3:48])[C:25](=[O:26])[C:14]6=[C:15]([O:23]5)[C:16]([CH3:22])=[C:17]([OH:21])[C:18](=[C:13]6[C:12]=3[N:58]=[C:59]2[CH:64]=1)[C:19]=4[OH:20]. The catalyst class is: 126. (5) Reactant: Br[C:2]1[CH:36]=[CH:35][C:5]([CH2:6][O:7][C:8]2[CH:13]=[CH:12][C:11]([CH3:14])=[CH:10][C:9]=2[C:15]2[N:20]=[C:19]([N:21]3[C:25]([C:26]([F:29])([F:28])[F:27])=[C:24]([C:30]([O:32][CH2:33][CH3:34])=[O:31])[CH:23]=[N:22]3)[CH:18]=[CH:17][CH:16]=2)=[CH:4][CH:3]=1.CC1(C)C(C)(C)OB([C:45]2[CH2:46][CH2:47][N:48]([C:51]([O:53][C:54]([CH3:57])([CH3:56])[CH3:55])=[O:52])[CH2:49][CH:50]=2)O1.C(=O)([O-])[O-].[Na+].[Na+]. Product: [CH2:33]([O:32][C:30]([C:24]1[CH:23]=[N:22][N:21]([C:19]2[N:20]=[C:15]([C:9]3[CH:10]=[C:11]([CH3:14])[CH:12]=[CH:13][C:8]=3[O:7][CH2:6][C:5]3[CH:35]=[CH:36][C:2]([C:45]4[CH2:50][CH2:49][N:48]([C:51]([O:53][C:54]([CH3:57])([CH3:56])[CH3:55])=[O:52])[CH2:47][CH:46]=4)=[CH:3][CH:4]=3)[CH:16]=[CH:17][CH:18]=2)[C:25]=1[C:26]([F:29])([F:28])[F:27])=[O:31])[CH3:34]. The catalyst class is: 745.